Dataset: Forward reaction prediction with 1.9M reactions from USPTO patents (1976-2016). Task: Predict the product of the given reaction. (1) The product is: [CH3:1][O:2][C:3]([CH:5]1[CH2:9][C:8](=[O:10])[N:7]([C:11]2[CH:12]=[CH:13][C:14]([O:17][CH2:21][C:20]3[CH:23]=[CH:24][CH:25]=[CH:26][C:19]=3[F:18])=[CH:15][CH:16]=2)[CH2:6]1)=[O:4]. Given the reactants [CH3:1][O:2][C:3]([CH:5]1[CH2:9][C:8](=[O:10])[N:7]([C:11]2[CH:16]=[CH:15][C:14]([OH:17])=[CH:13][CH:12]=2)[CH2:6]1)=[O:4].[F:18][C:19]1[CH:26]=[CH:25][CH:24]=[CH:23][C:20]=1[CH2:21]Br.C(=O)([O-])[O-].[Cs+].[Cs+], predict the reaction product. (2) Given the reactants [NH:1]1[CH2:6][CH2:5][O:4][CH2:3][CH2:2]1.Cl[C:8]1[CH:13]=[CH:12][C:11]([N+:14]([O-:16])=[O:15])=[CH:10][N:9]=1.O, predict the reaction product. The product is: [N+:14]([C:11]1[CH:12]=[CH:13][C:8]([N:1]2[CH2:6][CH2:5][O:4][CH2:3][CH2:2]2)=[N:9][CH:10]=1)([O-:16])=[O:15]. (3) Given the reactants OCC(C)(C)CCCOCCCCC(C)(C)CO.[CH3:19][C:20]([CH3:50])([CH2:42][O:43]C1CCCCO1)[CH2:21][CH2:22][CH2:23][CH2:24][O:25][CH2:26][CH2:27][CH2:28][CH2:29][CH2:30][C:31]([CH3:41])([CH3:40])[CH2:32][O:33]C1CCCCO1.Cl, predict the reaction product. The product is: [OH:43][CH2:42][C:20]([CH3:50])([CH3:19])[CH2:21][CH2:22][CH2:23][CH2:24][O:25][CH2:26][CH2:27][CH2:28][CH2:29][CH2:30][C:31]([CH3:41])([CH3:40])[CH2:32][OH:33]. (4) Given the reactants [NH:1]([C:3]1[CH:11]=[CH:10][C:6]([C:7]([OH:9])=[O:8])=[CH:5][CH:4]=1)[NH2:2].[CH3:12][C:13](=O)[CH2:14][C:15](=O)[CH3:16], predict the reaction product. The product is: [CH3:12][C:13]1[CH:14]=[C:15]([CH3:16])[N:1]([C:3]2[CH:4]=[CH:5][C:6]([C:7]([OH:9])=[O:8])=[CH:10][CH:11]=2)[N:2]=1. (5) Given the reactants I[C:2]1[CH:7]=[CH:6][C:5]([C:8]2[O:9][C:10]([CH3:13])=[N:11][N:12]=2)=[CH:4][CH:3]=1.[CH3:14][C:15]1[CH:20]=[CH:19][C:18]([NH:21][C:22]([C:24]2[CH:28]=[CH:27][O:26][CH:25]=2)=[O:23])=[CH:17][C:16]=1B1OC(C)(C)C(C)(C)O1, predict the reaction product. The product is: [CH3:14][C:15]1[C:16]([C:2]2[CH:7]=[CH:6][C:5]([C:8]3[O:9][C:10]([CH3:13])=[N:11][N:12]=3)=[CH:4][CH:3]=2)=[CH:17][C:18]([NH:21][C:22]([C:24]2[CH:28]=[CH:27][O:26][CH:25]=2)=[O:23])=[CH:19][CH:20]=1.